Predict the product of the given reaction. From a dataset of Forward reaction prediction with 1.9M reactions from USPTO patents (1976-2016). Given the reactants [NH2:1][CH:2]([CH2:10][C:11]1[CH:16]=[CH:15][C:14]([C:17]([F:20])([F:19])[F:18])=[CH:13][CH:12]=1)[CH:3]([C:5]1[CH:9]=[CH:8][O:7][CH:6]=1)[OH:4].[C:21]1([CH2:27][CH2:28][C:29](Cl)=[O:30])[CH:26]=[CH:25][CH:24]=[CH:23][CH:22]=1.C(=O)([O-])O.[Na+], predict the reaction product. The product is: [O:7]1[CH:8]=[CH:9][C:5]([CH:3]([OH:4])[CH:2]([NH:1][C:29](=[O:30])[CH2:28][CH2:27][C:21]2[CH:26]=[CH:25][CH:24]=[CH:23][CH:22]=2)[CH2:10][C:11]2[CH:16]=[CH:15][C:14]([C:17]([F:20])([F:18])[F:19])=[CH:13][CH:12]=2)=[CH:6]1.